This data is from Reaction yield outcomes from USPTO patents with 853,638 reactions. The task is: Predict the reaction yield, written as a fraction of the theoretical maximum amount of product (1.0 means a 100% yield; for example, 0.34 means a 34% yield). (1) The reactants are [F:1][C:2]1([F:18])[C:10]2[C:5](=[CH:6][CH:7]=[CH:8][C:9]=2[C:11](=[O:16])[C:12](F)(F)[F:13])[NH:4][C:3]1=[O:17].FC1(F)C2C(=CC=CC=2C(=O)CF)NC1=O. No catalyst specified. The product is [F:18][C:2]1([F:1])[C:10]2[C:5](=[CH:6][CH:7]=[CH:8][C:9]=2[CH:11]([OH:16])[CH2:12][F:13])[NH:4][C:3]1=[O:17]. The yield is 0.310. (2) The reactants are [C:1]1([NH:7][C:8]2[CH:14]=[CH:13][C:11](N)=[CH:10][CH:9]=2)[CH:6]=[CH:5]C=CC=1.[Cl-].[In+3].[Cl-].[Cl-]. The catalyst is O. The product is [NH:7]1[C:8]2[C:9](=[CH:10][CH:11]=[CH:13][CH:14]=2)[CH2:5][CH2:6][CH2:1]1. The yield is 0.650.